Dataset: Catalyst prediction with 721,799 reactions and 888 catalyst types from USPTO. Task: Predict which catalyst facilitates the given reaction. (1) Reactant: [I:1][C:2]1[CH:7]=[C:6]([I:8])[CH:5]=[C:4]([I:9])[C:3]=1[OH:10].Br[CH2:12][C:13]([O:15][C:16]([CH3:19])([CH3:18])[CH3:17])=[O:14].C([O-])([O-])=O.[K+].[K+]. Product: [I:1][C:2]1[CH:7]=[C:6]([I:8])[CH:5]=[C:4]([I:9])[C:3]=1[O:10][CH2:12][C:13]([O:15][C:16]([CH3:19])([CH3:18])[CH3:17])=[O:14]. The catalyst class is: 3. (2) Reactant: [I:1]I.[C:3]1([CH2:9][CH2:10]O)[CH:8]=[CH:7][CH:6]=[CH:5][CH:4]=1.C1(P(C2C=CC=CC=2)C2C=CC=CC=2)C=CC=CC=1.N1C=CN=C1. Product: [C:3]1([CH2:9][CH2:10][I:1])[CH:8]=[CH:7][CH:6]=[CH:5][CH:4]=1. The catalyst class is: 4.